Dataset: Full USPTO retrosynthesis dataset with 1.9M reactions from patents (1976-2016). Task: Predict the reactants needed to synthesize the given product. (1) Given the product [CH2:35]([O:37][CH2:38][CH2:39][NH:40][C:29]([C:14]1[C:15](=[O:28])[N:16]([CH2:19][C:20](=[O:27])[N:21]2[CH2:22][CH2:23][CH2:24][CH2:25][CH2:26]2)[C:17]2[C:12]([C:13]=1[OH:34])=[N:11][CH:10]=[C:9]([CH2:8][C:5]1[CH:4]=[CH:3][C:2]([F:1])=[CH:7][CH:6]=1)[CH:18]=2)=[O:30])[CH3:36], predict the reactants needed to synthesize it. The reactants are: [F:1][C:2]1[CH:7]=[CH:6][C:5]([CH2:8][C:9]2[CH:18]=[C:17]3[C:12]([C:13]([OH:34])=[C:14]([C:29](OCC)=[O:30])[C:15](=[O:28])[N:16]3[CH2:19][C:20](=[O:27])[N:21]3[CH2:26][CH2:25][CH2:24][CH2:23][CH2:22]3)=[N:11][CH:10]=2)=[CH:4][CH:3]=1.[CH2:35]([O:37][CH2:38][CH2:39][NH2:40])[CH3:36]. (2) Given the product [Cl:8][C:6]1[N:5]=[CH:4][N:3]=[C:2]([NH:9][CH:10]2[CH2:15][CH2:14][CH2:13][N:12]([C:16]([O:18][C:19]([CH3:22])([CH3:21])[CH3:20])=[O:17])[CH2:11]2)[CH:7]=1, predict the reactants needed to synthesize it. The reactants are: Cl[C:2]1[CH:7]=[C:6]([Cl:8])[N:5]=[CH:4][N:3]=1.[NH2:9][CH:10]1[CH2:15][CH2:14][CH2:13][N:12]([C:16]([O:18][C:19]([CH3:22])([CH3:21])[CH3:20])=[O:17])[CH2:11]1.CCN(C(C)C)C(C)C. (3) Given the product [F:1][C:2]1[CH:7]=[CH:6][CH:5]=[CH:4][C:3]=1[C:8]1[CH:13]=[C:12]([C:14]2[CH:19]=[CH:18][CH:17]=[CH:16][C:15]=2[F:20])[C:11]([OH:21])=[CH:10][C:9]=1[OH:23], predict the reactants needed to synthesize it. The reactants are: [F:1][C:2]1[CH:7]=[CH:6][CH:5]=[CH:4][C:3]=1[C:8]1[CH:13]=[C:12]([C:14]2[CH:19]=[CH:18][CH:17]=[CH:16][C:15]=2[F:20])[C:11]([O:21]C)=[CH:10][C:9]=1[O:23]C.ClCCl.B(Br)(Br)Br.CO.